Predict the reaction yield, written as a fraction of the theoretical maximum amount of product (1.0 means a 100% yield; for example, 0.34 means a 34% yield). From a dataset of Reaction yield outcomes from USPTO patents with 853,638 reactions. (1) The reactants are CC[O-].[Na+].[C:5]([CH2:7][C:8]([O:10][CH2:11][CH3:12])=[O:9])#[N:6].[N:13]([C:16]1[CH:21]=[CH:20][CH:19]=[CH:18][CH:17]=1)=[N+:14]=[N-:15].O. The catalyst is CCO. The product is [CH2:11]([O:10][C:8]([C:7]1[N:15]=[N:14][N:13]([C:16]2[CH:21]=[CH:20][CH:19]=[CH:18][CH:17]=2)[C:5]=1[NH2:6])=[O:9])[CH3:12]. The yield is 0.510. (2) The reactants are [F:1][C:2]([F:13])([F:12])[S:3][C:4]1[CH:11]=[CH:10][C:7]([CH:8]=O)=[CH:6][CH:5]=1.[C:14](#[N:18])[CH2:15][C:16]#[N:17].[Cl-].[Na+]. The catalyst is C(O)C.[OH-].C([N+](C)(C)C)C1C=CC=CC=1. The product is [F:1][C:2]([F:13])([F:12])[S:3][C:4]1[CH:11]=[CH:10][C:7]([CH:8]=[C:15]([C:14]#[N:18])[C:16]#[N:17])=[CH:6][CH:5]=1. The yield is 0.850. (3) The reactants are [C:1]1([C:7](=[N:17][O:18][CH:19]2[CH2:23][CH2:22][N:21](C(OC(C)(C)C)=O)[CH2:20]2)[C:8]2[NH:16][C:11]3=[CH:12][N:13]=[CH:14][CH:15]=[C:10]3[CH:9]=2)[CH:6]=[CH:5][CH:4]=[CH:3][CH:2]=1.FC(F)(F)C(O)=O.C(Cl)[Cl:39]. No catalyst specified. The product is [ClH:39].[ClH:39].[NH:21]1[CH2:22][CH2:23][CH:19]([O:18][N:17]=[C:7]([C:1]2[CH:6]=[CH:5][CH:4]=[CH:3][CH:2]=2)[C:8]2[NH:16][C:11]3=[CH:12][N:13]=[CH:14][CH:15]=[C:10]3[CH:9]=2)[CH2:20]1. The yield is 0.330. (4) The reactants are [Br:1][C:2]1[CH:10]=[C:9]2[C:5]([CH:6]=[N:7][NH:8]2)=[CH:4][C:3]=1[O:11][C:12]1[CH:17]=[CH:16][C:15]([F:18])=[CH:14][C:13]=1[F:19].C([O-])([O-])=O.[K+].[K+].[CH2:26](Br)[CH:27]([CH3:29])[CH3:28]. The catalyst is CN(C=O)C. The product is [Br:1][C:2]1[CH:10]=[C:9]2[C:5]([CH:6]=[N:7][N:8]2[CH2:26][CH:27]([CH3:29])[CH3:28])=[CH:4][C:3]=1[O:11][C:12]1[CH:17]=[CH:16][C:15]([F:18])=[CH:14][C:13]=1[F:19]. The yield is 0.430. (5) The reactants are CCN(C(C)C)C(C)C.[C:10]1([C:16]2[NH:20][N:19]=[C:18]([C:21]([NH:23][CH2:24][C:25]([OH:27])=O)=[O:22])[CH:17]=2)[CH:15]=[CH:14][CH:13]=[CH:12][CH:11]=1.C1C=CC2N(O)N=NC=2C=1.CCN=C=NCCCN(C)C.Cl.[CH3:50][CH:51]1[CH2:56][NH:55][CH2:54][CH:53]([CH3:57])[N:52]1[C:58]([C:60]1[CH:65]=[CH:64][CH:63]=[CH:62][C:61]=1[C:66]([F:69])([F:68])[F:67])=[O:59]. The catalyst is CN(C=O)C.O. The product is [CH3:57][CH:53]1[N:52]([C:58](=[O:59])[C:60]2[CH:65]=[CH:64][CH:63]=[CH:62][C:61]=2[C:66]([F:69])([F:68])[F:67])[CH:51]([CH3:50])[CH2:56][N:55]([C:25](=[O:27])[CH2:24][NH:23][C:21]([C:18]2[CH:17]=[C:16]([C:10]3[CH:11]=[CH:12][CH:13]=[CH:14][CH:15]=3)[NH:20][N:19]=2)=[O:22])[CH2:54]1. The yield is 0.550. (6) The reactants are [Si:1]([O:8][CH2:9][C@@H:10]([N:16]([CH3:29])[C:17]([NH:19][CH2:20][C:21]1[CH:26]=[CH:25][CH:24]=[C:23]([F:27])[C:22]=1[Cl:28])=[O:18])[CH2:11][CH2:12][C:13](O)=[O:14])([C:4]([CH3:7])([CH3:6])[CH3:5])([CH3:3])[CH3:2].CN(C(ON1N=NC2C=CC=CC1=2)=[N+](C)C)C.F[P-](F)(F)(F)(F)F.[C:54]([N:61]1[CH2:66][CH2:65][NH:64][CH2:63][CH2:62]1)([O:56][C:57]([CH3:60])([CH3:59])[CH3:58])=[O:55].CCN(C(C)C)C(C)C. The catalyst is CN(C=O)C.[Cl-].[Na+].O.CCOCC. The product is [Si:1]([O:8][CH2:9][C@@H:10]([N:16]([CH3:29])[C:17]([NH:19][CH2:20][C:21]1[CH:26]=[CH:25][CH:24]=[C:23]([F:27])[C:22]=1[Cl:28])=[O:18])[CH2:11][CH2:12][C:13]([N:64]1[CH2:63][CH2:62][N:61]([C:54]([O:56][C:57]([CH3:60])([CH3:59])[CH3:58])=[O:55])[CH2:66][CH2:65]1)=[O:14])([C:4]([CH3:5])([CH3:7])[CH3:6])([CH3:2])[CH3:3]. The yield is 0.680. (7) The reactants are [O:1]=[S:2]1(=[O:31])[N:6]([CH2:7][CH2:8][C:9](=O)[CH2:10][N:11]([CH3:19])C(=O)OC(C)(C)C)[C:5]2[CH:21]=[CH:22][CH:23]=[CH:24][C:4]=2[N:3]1[C:25]1[CH:30]=[CH:29][CH:28]=[CH:27][CH:26]=1.Cl.[NH2:33][OH:34].N1C=CC=CC=1.Cl. The catalyst is C(O)C.C(OCC)C.O1CCOCC1.CO.ClCCl. The product is [O:1]=[S:2]1(=[O:31])[N:6]([CH2:7][CH2:8]/[C:9](=[N:33]/[OH:34])/[CH2:10][NH:11][CH3:19])[C:5]2[CH:21]=[CH:22][CH:23]=[CH:24][C:4]=2[N:3]1[C:25]1[CH:26]=[CH:27][CH:28]=[CH:29][CH:30]=1. The yield is 0.620. (8) The catalyst is C1C=CC(P(C2C=CC=CC=2)[C-]2C=CC=C2)=CC=1.C1C=CC(P(C2C=CC=CC=2)[C-]2C=CC=C2)=CC=1.Cl[Pd]Cl.[Fe+2]. The yield is 0.0300. The product is [ClH:1].[CH3:24][NH:25][C:26](=[O:27])[C:28]1[CH:33]=[CH:32][C:31]([C:2]2[CH:7]=[CH:6][N:5]=[C:4]3[NH:8][C:9]([C:11]4[CH:16]=[CH:15][C:14]([CH2:17][N:18]5[CH2:23][CH2:22][O:21][CH2:20][CH2:19]5)=[CH:13][CH:12]=4)=[N:10][C:3]=23)=[CH:30][CH:29]=1. The reactants are [Cl:1][C:2]1[CH:7]=[CH:6][N:5]=[C:4]2[NH:8][C:9]([C:11]3[CH:16]=[CH:15][C:14]([CH2:17][N:18]4[CH2:23][CH2:22][O:21][CH2:20][CH2:19]4)=[CH:13][CH:12]=3)=[N:10][C:3]=12.[CH3:24][NH:25][C:26]([C:28]1[CH:33]=[CH:32][C:31](B(O)O)=[CH:30][CH:29]=1)=[O:27].C(=O)([O-])[O-].[Na+].[Na+]. (9) The reactants are S(C1CC(=O)N(O)C1=O)(O)(=O)=O.Cl.C(N=C=NCCCN(C)C)C.Cl.[OH:26][CH:27]1[O:35][C@H:34]([CH2:36][OH:37])[C@@H:32]([OH:33])[C@H:30]([OH:31])[C@H:28]1[NH2:29].[Sn](Cl)Cl.O=C([O-])[C@@H]([C@H]([C@@H]([C@@H](CO)O)O)O)O. The catalyst is C([O-])(O)=O.[Na+].O. The product is [OH:26][CH:27]1[O:35][C@H:34]([CH2:36][OH:37])[C@@H:32]([OH:33])[C@H:30]([OH:31])[C@H:28]1[NH2:29]. The yield is 0.600. (10) The reactants are [N:1]([CH2:4][CH:5]1[NH:10][C:9]2[C:11](Br)=[CH:12][C:13]([Cl:15])=[CH:14][C:8]=2[O:7][CH2:6]1)=[N+:2]=[N-:3].[C:17]1(B(O)O)[CH:22]=[CH:21][CH:20]=[CH:19][CH:18]=1. No catalyst specified. The product is [N:1]([CH2:4][CH:5]1[NH:10][C:9]2[C:11]([C:17]3[CH:22]=[CH:21][CH:20]=[CH:19][CH:18]=3)=[CH:12][C:13]([Cl:15])=[CH:14][C:8]=2[O:7][CH2:6]1)=[N+:2]=[N-:3]. The yield is 0.410.